Dataset: Forward reaction prediction with 1.9M reactions from USPTO patents (1976-2016). Task: Predict the product of the given reaction. (1) Given the reactants [Br:1]Br.C1C=CC(P(C2C=CC=CC=2)C2C=CC=CC=2)=CC=1.[CH2:22]([O:29][C:30]1[CH:31]=[C:32]([CH2:38]O)[CH:33]=[CH:34][C:35]=1[O:36][CH3:37])[C:23]1[CH:28]=[CH:27][CH:26]=[CH:25][CH:24]=1.CCOCC, predict the reaction product. The product is: [CH2:22]([O:29][C:30]1[CH:31]=[C:32]([CH2:38][Br:1])[CH:33]=[CH:34][C:35]=1[O:36][CH3:37])[C:23]1[CH:28]=[CH:27][CH:26]=[CH:25][CH:24]=1. (2) Given the reactants [F:1][CH:2]([F:9])[C:3]1[CH:8]=[CH:7][N:6]=[CH:5][CH:4]=1.ClC1C=CC=C(C(OO)=[O:18])C=1, predict the reaction product. The product is: [F:1][CH:2]([F:9])[C:3]1[CH:8]=[CH:7][N+:6]([O-:18])=[CH:5][CH:4]=1. (3) The product is: [CH3:1][O:2][C:3]1[C:8]([N+:9]([O-:11])=[O:10])=[C:7]([O:12][CH3:13])[N:6]=[C:5]([NH:14][CH2:15][CH2:16][NH2:17])[N:4]=1. Given the reactants [CH3:1][O:2][C:3]1[C:8]([N+:9]([O-:11])=[O:10])=[C:7]([O:12][CH3:13])[N:6]=[C:5]([NH:14][CH2:15][CH2:16][NH:17]C(=O)OC(C)(C)C)[N:4]=1, predict the reaction product. (4) Given the reactants [NH2:1][C:2]1[N:7]=[CH:6][N:5]=[C:4]2[N:8]([CH:24]3[CH2:30][O:29][CH2:28][CH2:27][N:26](C(OC(C)(C)C)=O)[CH2:25]3)[N:9]=[C:10]([C:11]3[CH:16]=[CH:15][C:14]([O:17][C:18]4[CH:23]=[CH:22][CH:21]=[CH:20][CH:19]=4)=[CH:13][CH:12]=3)[C:3]=12, predict the reaction product. The product is: [O:29]1[CH2:30][CH:24]([N:8]2[C:4]3=[N:5][CH:6]=[N:7][C:2]([NH2:1])=[C:3]3[C:10]([C:11]3[CH:12]=[CH:13][C:14]([O:17][C:18]4[CH:23]=[CH:22][CH:21]=[CH:20][CH:19]=4)=[CH:15][CH:16]=3)=[N:9]2)[CH2:25][NH:26][CH2:27][CH2:28]1.